Dataset: Forward reaction prediction with 1.9M reactions from USPTO patents (1976-2016). Task: Predict the product of the given reaction. (1) The product is: [NH2:20][C:12]1[C:13]2[C:18](=[N:17][CH:16]=[C:15]([C:49]#[C:48][CH2:47][N:46]([CH3:50])[CH3:45])[CH:14]=2)[N:9]([O:8][CH2:1][C:2]2[CH:3]=[CH:4][CH:5]=[CH:6][CH:7]=2)[C:10](=[O:44])[C:11]=1[C:32]([NH:34][CH2:35][C:36]1[CH:41]=[CH:40][C:39]([F:42])=[CH:38][C:37]=1[F:43])=[O:33]. Given the reactants [CH2:1]([O:8][N:9]1[C:18]2[C:13](=[CH:14][C:15](Br)=[CH:16][N:17]=2)[C:12]([NH:20]CC2C=CC(OC)=CC=2OC)=[C:11]([C:32]([NH:34][CH2:35][C:36]2[CH:41]=[CH:40][C:39]([F:42])=[CH:38][C:37]=2[F:43])=[O:33])[C:10]1=[O:44])[C:2]1[CH:7]=[CH:6][CH:5]=[CH:4][CH:3]=1.[CH3:45][N:46]([CH3:50])[CH2:47][C:48]#[CH:49], predict the reaction product. (2) Given the reactants [Br:1][C:2]1[C:3]([Cl:11])=[C:4]2[CH:10]=[CH:9][NH:8][C:5]2=[N:6][CH:7]=1.[H-].[Na+].[C:14]1([S:20](Cl)(=[O:22])=[O:21])[CH:19]=[CH:18][CH:17]=[CH:16][CH:15]=1.O, predict the reaction product. The product is: [Br:1][C:2]1[C:3]([Cl:11])=[C:4]2[CH:10]=[CH:9][N:8]([S:20]([C:14]3[CH:19]=[CH:18][CH:17]=[CH:16][CH:15]=3)(=[O:22])=[O:21])[C:5]2=[N:6][CH:7]=1. (3) Given the reactants Br[C:2]1[CH:3]=[CH:4][C:5]2[O:14][CH2:13][CH2:12][C:11]3[CH:10]=[C:9]([C:15]4[N:19]([C:20]5[CH:25]=[CH:24][C:23]([F:26])=[CH:22][C:21]=5[F:27])[N:18]=[CH:17][N:16]=4)[S:8][C:7]=3[C:6]=2[CH:28]=1.[N:29]1[CH:34]=[CH:33][CH:32]=[C:31](B2OC(C)(C)C(C)(C)O2)[CH:30]=1, predict the reaction product. The product is: [F:27][C:21]1[CH:22]=[C:23]([F:26])[CH:24]=[CH:25][C:20]=1[N:19]1[C:15]([C:9]2[S:8][C:7]3[C:6]4[CH:28]=[C:2]([C:31]5[CH:30]=[N:29][CH:34]=[CH:33][CH:32]=5)[CH:3]=[CH:4][C:5]=4[O:14][CH2:13][CH2:12][C:11]=3[CH:10]=2)=[N:16][CH:17]=[N:18]1. (4) The product is: [OH:12][C:13]1[CH:18]=[CH:17][C:16]([C:19]2[CH:24]=[N:23][C:22]([N:25]3[C:33]4[C:28](=[CH:29][CH:30]=[C:31]([C:34]([N:36]5[CH2:41][CH2:40][O:39][CH2:38][CH2:37]5)=[O:35])[CH:32]=4)[C:27]([S:42]([CH3:43])=[O:6])=[CH:26]3)=[N:21][CH:20]=2)=[CH:15][CH:14]=1. Given the reactants ClC1C=C(C=CC=1)C(OO)=[O:6].[OH:12][C:13]1[CH:18]=[CH:17][C:16]([C:19]2[CH:20]=[N:21][C:22]([N:25]3[C:33]4[C:28](=[CH:29][CH:30]=[C:31]([C:34]([N:36]5[CH2:41][CH2:40][O:39][CH2:38][CH2:37]5)=[O:35])[CH:32]=4)[C:27]([S:42][CH3:43])=[CH:26]3)=[N:23][CH:24]=2)=[CH:15][CH:14]=1, predict the reaction product. (5) Given the reactants CC1C=CC(S(O[C:12]2[C:13]3[N:14]([CH:38]=[CH:39][N:40]=3)[C:15]([C:26]3[CH:27]=[N:28][C:29]([N:32]4[CH2:36][CH2:35][CH2:34][C:33]4=[O:37])=[CH:30][CH:31]=3)=[C:16]([C:18]3[CH:23]=[CH:22][C:21]([C:24]#[N:25])=[CH:20][CH:19]=3)[N:17]=2)(=O)=O)=CC=1.[CH3:41][C:42]1(C)C(C)(C)OB(C=C)O1.P([O-])([O-])([O-])=O.[K+].[K+].[K+].O1CCOCC1, predict the reaction product. The product is: [O:37]=[C:33]1[CH2:34][CH2:35][CH2:36][N:32]1[C:29]1[N:28]=[CH:27][C:26]([C:15]2[N:14]3[CH:38]=[CH:39][N:40]=[C:13]3[C:12]([CH:41]=[CH2:42])=[N:17][C:16]=2[C:18]2[CH:23]=[CH:22][C:21]([C:24]#[N:25])=[CH:20][CH:19]=2)=[CH:31][CH:30]=1.